From a dataset of Retrosynthesis with 50K atom-mapped reactions and 10 reaction types from USPTO. Predict the reactants needed to synthesize the given product. (1) Given the product Clc1ccc2c(c1)C(c1ccccc1)=NCc1nnc(CN3CCCC3)n1-2, predict the reactants needed to synthesize it. The reactants are: C1CCNC1.ClCc1nnc2n1-c1ccc(Cl)cc1C(c1ccccc1)=NC2. (2) Given the product CN(CC=O)C(=O)Nc1nnc(C2CCCCCC2)s1, predict the reactants needed to synthesize it. The reactants are: CNCC=O.O=C=Nc1nnc(C2CCCCCC2)s1. (3) Given the product COC(=O)CSc1cnc(NC(=O)N(C2CCCCC2)C2CCCCC2)s1, predict the reactants needed to synthesize it. The reactants are: COC(=O)CS.O=C(Nc1ncc(Br)s1)N(C1CCCCC1)C1CCCCC1.